Dataset: Full USPTO retrosynthesis dataset with 1.9M reactions from patents (1976-2016). Task: Predict the reactants needed to synthesize the given product. (1) Given the product [CH2:1]([N:3]([CH2:49][C:42]1[C:43]2[C:48](=[CH:47][CH:46]=[CH:45][CH:44]=2)[C:39]([O:38][CH2:37][CH2:36][N:30]2[CH2:35][CH2:34][CH2:33][CH2:32][CH2:31]2)=[CH:40][CH:41]=1)[C:4]1[CH:9]=[C:8]([O:10][CH3:11])[CH:7]=[CH:6][C:5]=1[CH:12]1[CH2:21][CH2:20][C:19]2[CH:18]=[C:17]([OH:22])[CH:16]=[CH:15][C:14]=2[CH2:13]1)[CH3:2], predict the reactants needed to synthesize it. The reactants are: [CH2:1]([NH:3][C:4]1[CH:9]=[C:8]([O:10][CH3:11])[CH:7]=[CH:6][C:5]=1[CH:12]1[CH2:21][CH2:20][C:19]2[CH:18]=[C:17]([O:22]C(=O)C(C)(C)C)[CH:16]=[CH:15][C:14]=2[CH2:13]1)[CH3:2].Cl.[N:30]1([CH2:36][CH2:37][O:38][C:39]2[C:48]3[C:43](=[CH:44][CH:45]=[CH:46][CH:47]=3)[C:42]([C:49](O)=O)=[CH:41][CH:40]=2)[CH2:35][CH2:34][CH2:33][CH2:32][CH2:31]1. (2) Given the product [NH2:19][C:15]1[C:14]([C:10]2[N:11]([CH2:12][CH3:13])[C:3]3[C:2]([OH:26])=[CH:7][N:6]=[C:5]([Cl:8])[C:4]=3[N:9]=2)=[N:18][O:17][N:16]=1, predict the reactants needed to synthesize it. The reactants are: Br[C:2]1[C:3]2[N:11]([CH2:12][CH3:13])[C:10]([C:14]3[C:15]([NH2:19])=[N:16][O:17][N:18]=3)=[N:9][C:4]=2[C:5]([Cl:8])=[N:6][CH:7]=1.C([Mg]Cl)(C)C.B(OC)(OC)[O:26]C.C(=O)=O.CC(C)=O. (3) Given the product [NH2:21][C:16]1[C:17]([O:19][CH3:20])=[CH:18][C:4]([CH:1]([CH3:3])[CH3:2])=[C:5]([CH:15]=1)[O:6][C:7]1[C:8]([NH2:14])=[N:9][C:10]([NH2:13])=[N:11][CH:12]=1, predict the reactants needed to synthesize it. The reactants are: [CH:1]([C:4]1[CH:18]=[C:17]([O:19][CH3:20])[C:16]([N+:21]([O-])=O)=[CH:15][C:5]=1[O:6][C:7]1[C:8]([NH2:14])=[N:9][C:10]([NH2:13])=[N:11][CH:12]=1)([CH3:3])[CH3:2]. (4) The reactants are: [H-].[Na+].[OH:3][C:4]1[CH2:5][CH:6]([C:11]([OH:13])=[O:12])[CH2:7][C:8](=[O:10])[CH:9]=1.[Cl-].[C:15]1([N+:21]#[N:22])[CH:20]=[CH:19][CH:18]=[CH:17][CH:16]=1.O.Cl.N[C:26]1C=CC=CC=1.N([O-])=O.[Na+]. Given the product [OH:3][C:4]1[CH2:5][CH:6]([C:11]([O:13][CH3:26])=[O:12])[CH2:7][C:8](=[O:10])[C:9]=1[N:22]=[N:21][C:15]1[CH:20]=[CH:19][CH:18]=[CH:17][CH:16]=1, predict the reactants needed to synthesize it. (5) Given the product [F:1][C:2]1[CH:3]=[C:4]([CH2:5][C:12]([CH3:14])([OH:13])[CH3:11])[CH:7]=[C:8]([F:10])[CH:9]=1, predict the reactants needed to synthesize it. The reactants are: [F:1][C:2]1[CH:3]=[C:4]([CH:7]=[C:8]([F:10])[CH:9]=1)[CH2:5]Br.[CH3:11][C:12]([CH3:14])=[O:13]. (6) Given the product [C:1]1(=[O:8])[O:7][CH2:6][CH2:5][CH2:4][CH2:3][CH2:2]1.[O:9]1[CH2:15][CH2:14][CH2:13][CH2:12][O:11][CH2:10]1, predict the reactants needed to synthesize it. The reactants are: [C:1]1(=[O:8])[O:7][CH2:6][CH2:5][CH2:4][CH2:3][CH2:2]1.[O:9]1[CH2:15][CH2:14][CH2:13][CH2:12][O:11][CH2:10]1.N=C=N. (7) The reactants are: [CH2:1]([O:3][C:4]([C:6]1([C:9]2[CH:14]=[CH:13][C:12]([C:15]3[CH:20]=[CH:19][C:18]([C:21]4[O:25][N:24]=[C:23]([CH3:26])[C:22]=4[NH2:27])=[CH:17][CH:16]=3)=[CH:11][CH:10]=2)[CH2:8][CH2:7]1)=[O:5])[CH3:2].Br[C:29]1[N:34]=[C:33]([C:35]2[CH:40]=[CH:39][CH:38]=[CH:37][CH:36]=2)[CH:32]=[CH:31][N:30]=1. Given the product [CH2:1]([O:3][C:4]([C:6]1([C:9]2[CH:10]=[CH:11][C:12]([C:15]3[CH:20]=[CH:19][C:18]([C:21]4[O:25][N:24]=[C:23]([CH3:26])[C:22]=4[NH:27][C:29]4[N:34]=[C:33]([C:35]5[CH:40]=[CH:39][CH:38]=[CH:37][CH:36]=5)[CH:32]=[CH:31][N:30]=4)=[CH:17][CH:16]=3)=[CH:13][CH:14]=2)[CH2:8][CH2:7]1)=[O:5])[CH3:2], predict the reactants needed to synthesize it. (8) Given the product [F:22][C:19]1[CH:20]=[CH:21][C:16]([C:3]2[C:2]([NH:4][C@H:3]([C:16]3[CH:21]=[CH:20][CH:19]=[CH:18][CH:17]=3)[CH3:2])=[N:11][C:10]3[C:5](=[CH:6][CH:7]=[C:8]([C:12]([O:14][CH3:15])=[O:13])[CH:9]=3)[N:4]=2)=[CH:17][CH:18]=1, predict the reactants needed to synthesize it. The reactants are: Cl[C:2]1[C:3]([C:16]2[CH:21]=[CH:20][C:19]([F:22])=[CH:18][CH:17]=2)=[N:4][C:5]2[C:10]([N:11]=1)=[CH:9][C:8]([C:12]([O:14][CH3:15])=[O:13])=[CH:7][CH:6]=2.